This data is from Reaction yield outcomes from USPTO patents with 853,638 reactions. The task is: Predict the reaction yield, written as a fraction of the theoretical maximum amount of product (1.0 means a 100% yield; for example, 0.34 means a 34% yield). The reactants are Br[C:2]1[CH:7]=[CH:6][CH:5]=[CH:4][C:3]=1[CH3:8].[NH:9]1[CH2:14][CH2:13][O:12][CH2:11][CH2:10]1.CC(C)([O-])C.[Na+]. No catalyst specified. The product is [CH3:8][C:3]1[CH:4]=[CH:5][CH:6]=[CH:7][C:2]=1[N:9]1[CH2:14][CH2:13][O:12][CH2:11][CH2:10]1. The yield is 0.400.